From a dataset of Peptide-MHC class II binding affinity with 134,281 pairs from IEDB. Regression. Given a peptide amino acid sequence and an MHC pseudo amino acid sequence, predict their binding affinity value. This is MHC class II binding data. (1) The peptide sequence is KDKWIALKESWGAIW. The MHC is HLA-DPA10103-DPB10201 with pseudo-sequence HLA-DPA10103-DPB10201. The binding affinity (normalized) is 0.527. (2) The binding affinity (normalized) is 0.218. The peptide sequence is ALTALIRDPPADSTG. The MHC is HLA-DPA10301-DPB10402 with pseudo-sequence HLA-DPA10301-DPB10402. (3) The binding affinity (normalized) is 0.623. The MHC is DRB1_0901 with pseudo-sequence DRB1_0901. The peptide sequence is AFSPEVIPMFSALSEGA.